From a dataset of Catalyst prediction with 721,799 reactions and 888 catalyst types from USPTO. Predict which catalyst facilitates the given reaction. (1) Reactant: Br[C:2]1[C:3]([CH3:18])=[CH:4][C:5]([OH:17])=[C:6]([CH:16]=1)[O:7][C:8]1[CH:15]=[CH:14][CH:13]=[CH:12][C:9]=1[C:10]#[N:11].C([Sn](CCCC)(CCCC)[C:24]1[O:25][CH:26]=[CH:27][CH:28]=1)CCC.[Cl-].[Li+].O1CCOCC1. Product: [O:25]1[CH:26]=[CH:27][CH:28]=[C:24]1[C:2]1[C:3]([CH3:18])=[CH:4][C:5]([OH:17])=[C:6]([CH:16]=1)[O:7][C:8]1[CH:15]=[CH:14][CH:13]=[CH:12][C:9]=1[C:10]#[N:11]. The catalyst class is: 103. (2) Reactant: C[O-].[Na+].[F:4][C:5]([F:17])([F:16])[O:6][C:7]1[CH:12]=[CH:11][C:10]([CH2:13][C:14]#[N:15])=[CH:9][CH:8]=1.[N:18]([C:21]1[CH:26]=[CH:25][C:24]([C:27]([F:30])([F:29])[F:28])=[CH:23][C:22]=1[F:31])=[N+:19]=[N-:20]. Product: [F:31][C:22]1[CH:23]=[C:24]([C:27]([F:29])([F:30])[F:28])[CH:25]=[CH:26][C:21]=1[N:18]1[C:14]([NH2:15])=[C:13]([C:10]2[CH:9]=[CH:8][C:7]([O:6][C:5]([F:4])([F:16])[F:17])=[CH:12][CH:11]=2)[N:20]=[N:19]1. The catalyst class is: 5.